From a dataset of Full USPTO retrosynthesis dataset with 1.9M reactions from patents (1976-2016). Predict the reactants needed to synthesize the given product. (1) Given the product [CH3:13][N:8]1[C:7](=[O:14])[C:6]2[CH:5]=[CH:4][C:3]([O:15][C:16]3[CH:17]=[C:18]([CH:28]=[C:29]([O:31][C@H:32]4[CH2:36][CH2:35][O:34][CH2:33]4)[CH:30]=3)[C:19]([NH:21][C:22]3[CH:26]=[CH:25][N:24]([CH3:27])[N:23]=3)=[O:20])=[CH:2][C:12]=2[O:11][CH2:10][CH2:9]1, predict the reactants needed to synthesize it. The reactants are: Cl[C:2]1[C:12]2[O:11][CH2:10][CH2:9][N:8]([CH3:13])[C:7](=[O:14])[C:6]=2[CH:5]=[CH:4][C:3]=1[O:15][C:16]1[CH:17]=[C:18]([CH:28]=[C:29]([O:31][C@H:32]2[CH2:36][CH2:35][O:34][CH2:33]2)[CH:30]=1)[C:19]([NH:21][C:22]1[CH:26]=[CH:25][N:24]([CH3:27])[N:23]=1)=[O:20].C([O-])=O.[NH4+]. (2) Given the product [CH3:3][CH:2]1[CH2:4][C:17]2[C:16](=[CH:15][C:14]3[CH2:13][CH2:12][CH2:11][C:19]=3[CH:18]=2)[C:1]1=[O:5], predict the reactants needed to synthesize it. The reactants are: [C:1](Cl)(=[O:5])[C:2]([CH3:4])=[CH2:3].[Cl-].[Al+3].[Cl-].[Cl-].[CH2:11]1[C:19]2[C:14](=[CH:15][CH:16]=[CH:17][CH:18]=2)[CH2:13][CH2:12]1.Cl.